Dataset: HIV replication inhibition screening data with 41,000+ compounds from the AIDS Antiviral Screen. Task: Binary Classification. Given a drug SMILES string, predict its activity (active/inactive) in a high-throughput screening assay against a specified biological target. (1) The drug is O=C1CN(CCN2CCOCC2)CC(=O)N2Cc3ccccc3CN12. The result is 0 (inactive). (2) The drug is O=c1oc2cc(=Cc3ccc([N+](=O)[O-])cc3)c(=O)c3cccc1c3-2. The result is 0 (inactive). (3) The compound is Cc1cn(C2CC(O)C(COC(=O)CCCCCCCCCCBr)O2)c(=O)[nH]c1=O. The result is 0 (inactive).